From a dataset of Reaction yield outcomes from USPTO patents with 853,638 reactions. Predict the reaction yield, written as a fraction of the theoretical maximum amount of product (1.0 means a 100% yield; for example, 0.34 means a 34% yield). The reactants are [F:1][C:2]1[CH:7]=[CH:6][C:5]([C:8]2[CH2:17][CH2:16][C:11]3([O:15][CH2:14][CH2:13][O:12]3)[CH2:10][CH:9]=2)=[CH:4][CH:3]=1. The catalyst is C1(C)C=CC=CC=1.O=[Pt]=O. The product is [F:1][C:2]1[CH:7]=[CH:6][C:5]([CH:8]2[CH2:17][CH2:16][C:11]3([O:12][CH2:13][CH2:14][O:15]3)[CH2:10][CH2:9]2)=[CH:4][CH:3]=1. The yield is 0.980.